From a dataset of Reaction yield outcomes from USPTO patents with 853,638 reactions. Predict the reaction yield, written as a fraction of the theoretical maximum amount of product (1.0 means a 100% yield; for example, 0.34 means a 34% yield). The reactants are [CH3:1][N:2]1[CH:6]=[C:5]([NH2:7])[CH:4]=[N:3]1.C(OC([NH:15][C:16]1[S:20][CH:19]=[N:18][C:17]=1[C:21](O)=[O:22])=O)(C)(C)C. No catalyst specified. The product is [NH2:15][C:16]1[S:20][CH:19]=[N:18][C:17]=1[C:21]([NH:7][C:5]1[CH:4]=[N:3][N:2]([CH3:1])[CH:6]=1)=[O:22]. The yield is 0.320.